This data is from Forward reaction prediction with 1.9M reactions from USPTO patents (1976-2016). The task is: Predict the product of the given reaction. The product is: [CH2:3]([C:2]1[C:1]2[O:14][C:13]([C:16]3[CH:17]=[CH:18][C:19]([O:22][CH3:23])=[CH:20][CH:21]=3)=[N:12][C:11]=2[CH:10]=[C:9]([O:24][CH3:25])[CH:8]=1)[CH3:4]. Given the reactants [CH2:1]([Li])[CH2:2][CH2:3][CH3:4].BrC1C2[O:14][C:13]([C:16]3[CH:21]=[CH:20][C:19]([O:22][CH3:23])=[CH:18][CH:17]=3)=[N:12][C:11]=2[CH:10]=[C:9]([O:24][CH3:25])[CH:8]=1.ICC, predict the reaction product.